From a dataset of Forward reaction prediction with 1.9M reactions from USPTO patents (1976-2016). Predict the product of the given reaction. Given the reactants [F:1][C:2]1[CH:3]=[CH:4][C:5]([CH3:36])=[C:6]([CH2:8][CH:9]([NH:11][C:12]2[CH:17]=[CH:16][NH:15][C:14](=[O:18])[C:13]=2[C:19]2[NH:35][C:22]3=[CH:23][C:24]4[C:25](=[O:34])[N:26]([CH:31]([CH3:33])[CH3:32])[C:27](=O)[C:28]=4[CH:29]=[C:21]3[N:20]=2)[CH3:10])[CH:7]=1, predict the reaction product. The product is: [F:1][C:2]1[CH:3]=[CH:4][C:5]([CH3:36])=[C:6]([CH2:8][CH:9]([NH:11][C:12]2[CH:17]=[CH:16][NH:15][C:14](=[O:18])[C:13]=2[C:19]2[NH:20][C:21]3=[CH:29][C:28]4[CH2:27][N:26]([CH:31]([CH3:32])[CH3:33])[C:25](=[O:34])[C:24]=4[CH:23]=[C:22]3[N:35]=2)[CH3:10])[CH:7]=1.